From a dataset of Peptide-MHC class II binding affinity with 134,281 pairs from IEDB. Regression. Given a peptide amino acid sequence and an MHC pseudo amino acid sequence, predict their binding affinity value. This is MHC class II binding data. (1) The peptide sequence is QLQPFPQPQLPYPQPQP. The MHC is DRB1_0701 with pseudo-sequence DRB1_0701. The binding affinity (normalized) is 0. (2) The peptide sequence is SSLNLRETNLDSL. The MHC is DRB1_0401 with pseudo-sequence DRB1_0401. The binding affinity (normalized) is 0.0588. (3) The peptide sequence is VTGSVVCTTAAGNVNIAIGG. The binding affinity (normalized) is 0. The MHC is H-2-IAd with pseudo-sequence H-2-IAd. (4) The peptide sequence is MLGARYLEFEALGFL. The MHC is HLA-DQA10201-DQB10402 with pseudo-sequence HLA-DQA10201-DQB10402. The binding affinity (normalized) is 0. (5) The peptide sequence is SDSWLKDSAIMVASD. The MHC is DRB5_0101 with pseudo-sequence DRB5_0101. The binding affinity (normalized) is 0.272. (6) The peptide sequence is EAVSLLCSDKQPCNG. The MHC is DRB1_1001 with pseudo-sequence DRB1_1001. The binding affinity (normalized) is 0.170.